Predict the reaction yield, written as a fraction of the theoretical maximum amount of product (1.0 means a 100% yield; for example, 0.34 means a 34% yield). From a dataset of Reaction yield outcomes from USPTO patents with 853,638 reactions. (1) The reactants are [C:1]1([S:7]([N:10]2[C:14]3[CH:15]=[N:16][C:17]([C:20]#[N:21])=[C:18]([OH:19])[C:13]=3[C:12]3[CH:22]=[C:23](Br)[CH:24]=[N:25][C:11]2=3)(=[O:9])=[O:8])[CH:6]=[CH:5][CH:4]=[CH:3][CH:2]=1.[N:27]1([CH2:33][C:34]2[CH:39]=[CH:38][C:37](B(O)O)=[CH:36][CH:35]=2)[CH2:32][CH2:31][CH2:30][CH2:29][CH2:28]1. The catalyst is C([O-])(=O)C.[K+].C(#N)C.C(OCC)(=O)C.O.C1C=CC(P(C2C=CC=CC=2)[C-]2C=CC=C2)=CC=1.C1C=CC(P(C2C=CC=CC=2)[C-]2C=CC=C2)=CC=1.Cl[Pd]Cl.[Fe+2]. The product is [C:1]1([S:7]([N:10]2[C:14]3[CH:15]=[N:16][C:17]([C:20]#[N:21])=[C:18]([OH:19])[C:13]=3[C:12]3[CH:22]=[C:23]([C:37]4[CH:36]=[CH:35][C:34]([CH2:33][N:27]5[CH2:32][CH2:31][CH2:30][CH2:29][CH2:28]5)=[CH:39][CH:38]=4)[CH:24]=[N:25][C:11]2=3)(=[O:9])=[O:8])[CH:6]=[CH:5][CH:4]=[CH:3][CH:2]=1. The yield is 0.310. (2) The reactants are [NH2:1][C:2]([C:4]1[CH:5]=[C:6](Br)[CH:7]=[C:8]2[C:12]=1[NH:11][N:10]=[C:9]2[CH:13]1[CH2:18][CH2:17][N:16]([C:19]([O:21][C:22]([CH3:25])([CH3:24])[CH3:23])=[O:20])[CH2:15][CH2:14]1)=[O:3].[S:27]1[CH:31]=[CH:30][C:29](B(O)O)=[CH:28]1.C(=O)([O-])[O-].[K+].[K+]. The catalyst is O1CCOCC1.O.C1C=CC([P]([Pd]([P](C2C=CC=CC=2)(C2C=CC=CC=2)C2C=CC=CC=2)([P](C2C=CC=CC=2)(C2C=CC=CC=2)C2C=CC=CC=2)[P](C2C=CC=CC=2)(C2C=CC=CC=2)C2C=CC=CC=2)(C2C=CC=CC=2)C2C=CC=CC=2)=CC=1. The product is [NH2:1][C:2]([C:4]1[CH:5]=[C:6]([C:29]2[CH:30]=[CH:31][S:27][CH:28]=2)[CH:7]=[C:8]2[C:12]=1[NH:11][N:10]=[C:9]2[CH:13]1[CH2:18][CH2:17][N:16]([C:19]([O:21][C:22]([CH3:25])([CH3:24])[CH3:23])=[O:20])[CH2:15][CH2:14]1)=[O:3]. The yield is 0.550. (3) The catalyst is CCOCC. The reactants are [F:1][C:2]1[C:7]([F:8])=[C:6]([F:9])[C:5]([F:10])=[C:4]([F:11])[C:3]=1[CH2:12][C:13]([OH:15])=[O:14].S(=O)(=O)(O)O.[CH2:21]=[C:22]([CH3:24])[CH3:23].C(=O)=O.C(=O)([O-])O.[Na+]. The yield is 0.970. The product is [C:22]([O:14][C:13](=[O:15])[CH2:12][C:3]1[C:2]([F:1])=[C:7]([F:8])[C:6]([F:9])=[C:5]([F:10])[C:4]=1[F:11])([CH3:24])([CH3:23])[CH3:21]. (4) The reactants are [Br:1][C:2]1[CH:7]=[C:6]([O:8][CH3:9])[C:5]([OH:10])=[C:4]([O:11][CH3:12])[CH:3]=1.[OH-].[K+].C(OP([C:23](Br)([F:25])[F:24])(=O)OCC)C. The catalyst is CC#N.O. The product is [Br:1][C:2]1[CH:3]=[C:4]([O:11][CH3:12])[C:5]([O:10][CH:23]([F:25])[F:24])=[C:6]([O:8][CH3:9])[CH:7]=1. The yield is 0.620. (5) The reactants are [C:1]([BH3-])#[N:2].[Na+].[O:5]1[CH2:9][CH2:8][O:7][CH:6]1[C:10]1[CH:11]=[CH:12][C:13]([C:16]2[S:24][C:23]3[C:18](=[N:19][CH:20]=[CH:21][C:22]=3[O:25][C:26]3[CH:31]=[CH:30][C:29]([NH:32][C:33]([NH:35][CH:36]4[CH2:39]N[CH2:37]4)=[O:34])=[CH:28][C:27]=3[F:40])[CH:17]=2)=[N:14][CH:15]=1.C=O. The catalyst is CO.C(=O)(O)[O-].[Na+]. The product is [O:5]1[CH2:9][CH2:8][O:7][CH:6]1[C:10]1[CH:11]=[CH:12][C:13]([C:16]2[S:24][C:23]3[C:18](=[N:19][CH:20]=[CH:21][C:22]=3[O:25][C:26]3[CH:31]=[CH:30][C:29]([NH:32][C:33]([NH:35][CH:36]4[CH2:37][N:2]([CH3:1])[CH2:39]4)=[O:34])=[CH:28][C:27]=3[F:40])[CH:17]=2)=[N:14][CH:15]=1. The yield is 0.510. (6) The reactants are [CH3:1][C:2]1([CH3:21])[C:6](=[O:7])[N:5]([C:8]2[CH:15]=[CH:14][C:11]([C:12]#[N:13])=[C:10]([C:16]([F:19])([F:18])[F:17])[CH:9]=2)[C:4](=[O:20])[NH:3]1.[Br:22][C:23]1[CH:30]=[CH:29][C:28]([O:31][CH3:32])=[CH:27][C:24]=1[CH2:25]Br.C(=O)([O-])[O-].[Cs+].[Cs+]. The catalyst is C(#N)C. The product is [Br:22][C:23]1[CH:30]=[CH:29][C:28]([O:31][CH3:32])=[CH:27][C:24]=1[CH2:25][N:3]1[C:2]([CH3:21])([CH3:1])[C:6](=[O:7])[N:5]([C:8]2[CH:15]=[CH:14][C:11]([C:12]#[N:13])=[C:10]([C:16]([F:19])([F:17])[F:18])[CH:9]=2)[C:4]1=[O:20]. The yield is 0.980. (7) The reactants are [Cl:1][C:2]1[CH:16]=[CH:15][CH:14]=[CH:13][C:3]=1[O:4][CH2:5][C:6]1[CH:7]=[C:8]([OH:12])[CH:9]=[CH:10][CH:11]=1.C1(P(C2C=CC=CC=2)C2C=CC=CC=2)C=CC=CC=1.[C:36]([O:40][C:41]([N:43]1[CH2:48][CH2:47][CH:46]([CH2:49]O)[CH2:45][CH2:44]1)=[O:42])([CH3:39])([CH3:38])[CH3:37].N(C(OCC)=O)=NC(OCC)=O. The catalyst is C(Cl)Cl. The product is [Cl:1][C:2]1[CH:16]=[CH:15][CH:14]=[CH:13][C:3]=1[O:4][CH2:5][C:6]1[CH:11]=[CH:10][CH:9]=[C:8]([O:12][CH2:49][CH:46]2[CH2:47][CH2:48][N:43]([C:41]([O:40][C:36]([CH3:37])([CH3:39])[CH3:38])=[O:42])[CH2:44][CH2:45]2)[CH:7]=1. The yield is 0.580.